From a dataset of NCI-60 drug combinations with 297,098 pairs across 59 cell lines. Regression. Given two drug SMILES strings and cell line genomic features, predict the synergy score measuring deviation from expected non-interaction effect. (1) Drug 1: C1=CC(=C2C(=C1NCCNCCO)C(=O)C3=C(C=CC(=C3C2=O)O)O)NCCNCCO. Drug 2: CCC1(CC2CC(C3=C(CCN(C2)C1)C4=CC=CC=C4N3)(C5=C(C=C6C(=C5)C78CCN9C7C(C=CC9)(C(C(C8N6C)(C(=O)OC)O)OC(=O)C)CC)OC)C(=O)OC)O.OS(=O)(=O)O. Cell line: SK-MEL-5. Synergy scores: CSS=50.8, Synergy_ZIP=0.0911, Synergy_Bliss=1.48, Synergy_Loewe=-17.1, Synergy_HSA=4.91. (2) Drug 1: C1=NC(=NC(=O)N1C2C(C(C(O2)CO)O)O)N. Drug 2: CC1C(C(CC(O1)OC2CC(CC3=C2C(=C4C(=C3O)C(=O)C5=CC=CC=C5C4=O)O)(C(=O)C)O)N)O. Cell line: U251. Synergy scores: CSS=46.6, Synergy_ZIP=-7.26, Synergy_Bliss=-7.20, Synergy_Loewe=-6.20, Synergy_HSA=-1.94. (3) Drug 1: C1CC(=O)NC(=O)C1N2CC3=C(C2=O)C=CC=C3N. Drug 2: C(=O)(N)NO. Cell line: HCT-15. Synergy scores: CSS=1.96, Synergy_ZIP=-0.148, Synergy_Bliss=0.817, Synergy_Loewe=-1.20, Synergy_HSA=-0.741. (4) Cell line: M14. Drug 2: C1=CC=C(C(=C1)C(C2=CC=C(C=C2)Cl)C(Cl)Cl)Cl. Synergy scores: CSS=-1.40, Synergy_ZIP=0.831, Synergy_Bliss=-1.46, Synergy_Loewe=-3.66, Synergy_HSA=-4.29. Drug 1: CC1=CC2C(CCC3(C2CCC3(C(=O)C)OC(=O)C)C)C4(C1=CC(=O)CC4)C. (5) Drug 1: C1CC(C1)(C(=O)O)C(=O)O.[NH2-].[NH2-].[Pt+2]. Drug 2: N.N.Cl[Pt+2]Cl. Cell line: EKVX. Synergy scores: CSS=7.97, Synergy_ZIP=3.90, Synergy_Bliss=9.98, Synergy_Loewe=-0.975, Synergy_HSA=3.10. (6) Drug 1: C1=C(C(=O)NC(=O)N1)N(CCCl)CCCl. Drug 2: CC1=C(C(=O)C2=C(C1=O)N3CC4C(C3(C2COC(=O)N)OC)N4)N. Cell line: SK-MEL-2. Synergy scores: CSS=20.5, Synergy_ZIP=-13.4, Synergy_Bliss=-17.7, Synergy_Loewe=-44.0, Synergy_HSA=-16.0.